This data is from Peptide-MHC class II binding affinity with 134,281 pairs from IEDB. The task is: Regression. Given a peptide amino acid sequence and an MHC pseudo amino acid sequence, predict their binding affinity value. This is MHC class II binding data. (1) The peptide sequence is HVVIEAYTAAVELMP. The MHC is DRB1_0405 with pseudo-sequence DRB1_0405. The binding affinity (normalized) is 0.329. (2) The peptide sequence is YDKFLANVSTVDTGK. The MHC is DRB1_1001 with pseudo-sequence DRB1_1001. The binding affinity (normalized) is 0.679. (3) The peptide sequence is GVMYNLWKMKTGRRG. The binding affinity (normalized) is 0.318. The MHC is DRB3_0301 with pseudo-sequence DRB3_0301. (4) The peptide sequence is YFQCFKSILLIMNAN. The MHC is DRB5_0101 with pseudo-sequence DRB5_0101. The binding affinity (normalized) is 0.534. (5) The peptide sequence is PFSSFVEKVIHKGVE. The MHC is DRB1_0101 with pseudo-sequence DRB1_0101. The binding affinity (normalized) is 0.377. (6) The peptide sequence is MGQFISFMQEIPTFL. The MHC is DRB1_1501 with pseudo-sequence DRB1_1501. The binding affinity (normalized) is 0.737. (7) The peptide sequence is REITFHGAKEIALSYSAGAL. The MHC is DRB1_0401 with pseudo-sequence DRB1_0401. The binding affinity (normalized) is 0.260. (8) The peptide sequence is LIGPTPVNIIGRNLLTQLGC. The MHC is DRB1_0301 with pseudo-sequence DRB1_0301. The binding affinity (normalized) is 0. (9) The peptide sequence is AYATAGTTVYGAFAA. The MHC is HLA-DPA10103-DPB10401 with pseudo-sequence HLA-DPA10103-DPB10401. The binding affinity (normalized) is 0.180. (10) The binding affinity (normalized) is 0.275. The MHC is DRB1_0401 with pseudo-sequence DRB1_0401. The peptide sequence is GARILTSESQLTITK.